This data is from CYP2C9 inhibition data for predicting drug metabolism from PubChem BioAssay. The task is: Regression/Classification. Given a drug SMILES string, predict its absorption, distribution, metabolism, or excretion properties. Task type varies by dataset: regression for continuous measurements (e.g., permeability, clearance, half-life) or binary classification for categorical outcomes (e.g., BBB penetration, CYP inhibition). Dataset: cyp2c9_veith. (1) The compound is COc1ccc(C(=O)N2CCC3(CCCN(Cc4cc(C(F)(F)F)cc(C(F)(F)F)c4)C3)CC2)cc1. The result is 0 (non-inhibitor). (2) The compound is C[Se]C[C@@H](N)C(=O)O. The result is 0 (non-inhibitor). (3) The compound is Nc1ncnc2c1ncn2[C@H]1O[C@@H](C(=O)OCCO)[C@@H](O)[C@H]1O. The result is 0 (non-inhibitor). (4) The molecule is c1ccc(Nc2ncncc2-c2ccc3c(c2)OCO3)cc1. The result is 0 (non-inhibitor). (5) The compound is Cc1ccc([Sb]2O[C@H](CO)[C@@H]([C@H](O)[C@H](O)C(=O)O)O2)cc1.O.O. The result is 0 (non-inhibitor). (6) The drug is Cc1c(NC(=O)OCCNC(=O)COc2c(Cl)cccc2Cl)sc(=S)n1C. The result is 1 (inhibitor). (7) The molecule is Cc1ccc2c(c1)N[C@H](c1ccc(C(=O)O)cc1)c1cccn1-2. The result is 0 (non-inhibitor). (8) The compound is CCNc1ncc2nc(-c3cc(F)cc(F)c3)c(=O)n(Cc3cccs3)c2n1. The result is 0 (non-inhibitor).